Task: Predict the product of the given reaction.. Dataset: Forward reaction prediction with 1.9M reactions from USPTO patents (1976-2016) (1) Given the reactants C[C:2]1[C:3]([Cl:15])=[C:4]([C:8]([O:11][CH:12]2[CH2:14][CH2:13]2)=[CH:9][CH:10]=1)[C:5](O)=[O:6].CN(C=O)C.C(Cl)(=O)C([Cl:24])=O.N#N, predict the reaction product. The product is: [Cl:15][C:3]1[CH:2]=[CH:10][CH:9]=[C:8]([O:11][CH:12]2[CH2:14][CH2:13]2)[C:4]=1[C:5]([Cl:24])=[O:6]. (2) Given the reactants [Br:1][C:2]1[N:7]=[C:6]([C@:8]2([CH3:32])[CH2:13][S@@:12](=[N:15][CH2:16][C:17]([F:21])([F:20])[CH2:18][OH:19])(=[O:14])[C:11]([CH3:23])([CH3:22])[C:10]([NH:24][C:25](=[O:31])[O:26][C:27]([CH3:30])([CH3:29])[CH3:28])=[N:9]2)[C:5]([F:33])=[C:4]([Si:34]([CH2:39][CH3:40])([CH2:37][CH3:38])[CH2:35][CH3:36])[CH:3]=1.N1C=CC=CC=1.[S:47](O[S:47]([C:50]([F:53])([F:52])[F:51])(=[O:49])=[O:48])([C:50]([F:53])([F:52])[F:51])(=[O:49])=[O:48].C(=O)([O-])O.[Na+], predict the reaction product. The product is: [F:51][C:50]([F:53])([F:52])[S:47]([O:19][CH2:18][C:17]([F:21])([F:20])[CH2:16][N:15]=[S@:12]1(=[O:14])[C:11]([CH3:23])([CH3:22])[C:10]([NH:24][C:25]([O:26][C:27]([CH3:29])([CH3:28])[CH3:30])=[O:31])=[N:9][C@@:8]([C:6]2[C:5]([F:33])=[C:4]([Si:34]([CH2:35][CH3:36])([CH2:37][CH3:38])[CH2:39][CH3:40])[CH:3]=[C:2]([Br:1])[N:7]=2)([CH3:32])[CH2:13]1)(=[O:49])=[O:48]. (3) Given the reactants [O:1](S(C(F)(F)F)(=O)=O)[S:2]([C:5]([F:8])([F:7])[F:6])(=[O:4])=[O:3].[CH3:16][C:17]1[CH:22]=[CH:21][C:20]([C:23]2([CH3:27])[CH2:26][O:25][CH2:24]2)=[CH:19][C:18]=1O.N1C=CC=CC=1, predict the reaction product. The product is: [F:6][C:5]([F:8])([F:7])[S:2]([O:1][C:18]1[CH:19]=[C:20]([C:23]2([CH3:27])[CH2:26][O:25][CH2:24]2)[CH:21]=[CH:22][C:17]=1[CH3:16])(=[O:4])=[O:3]. (4) Given the reactants [CH2:1]([O:8][C:9]1[CH:10]=[C:11]2[C:15](=[CH:16][CH:17]=1)[C:14](=[O:18])[CH2:13][CH2:12]2)[C:2]1[CH:7]=[CH:6][CH:5]=[CH:4][CH:3]=1.C[Si]([C:23]#[N:24])(C)C.[H-].[Al+3].[Li+].[H-].[H-].[H-].[OH-].[Na+], predict the reaction product. The product is: [NH2:24][CH2:23][C:14]1([OH:18])[C:15]2[C:11](=[CH:10][C:9]([O:8][CH2:1][C:2]3[CH:3]=[CH:4][CH:5]=[CH:6][CH:7]=3)=[CH:17][CH:16]=2)[CH2:12][CH2:13]1. (5) Given the reactants Cl.[C:2](=[NH:8])([O:6][CH3:7])[CH:3]([CH3:5])[CH3:4].C(N(CC)CC)C.[C:16](Cl)(=[O:23])[C:17]1[CH:22]=[CH:21][CH:20]=[CH:19][CH:18]=1, predict the reaction product. The product is: [CH3:7][O:6][C:2](=[N:8][C:16](=[O:23])[C:17]1[CH:22]=[CH:21][CH:20]=[CH:19][CH:18]=1)[CH:3]([CH3:5])[CH3:4]. (6) Given the reactants [N:1]1[CH:6]=[CH:5][CH:4]=[C:3]([C:7]2[C:8]3[CH:15]=[CH:14][C:13]([OH:16])=[CH:12][C:9]=3[S:10][CH:11]=2)[CH:2]=1.[CH2:17](I)[CH2:18][CH2:19][CH2:20][CH3:21].C(=O)([O-])[O-].[K+].[K+], predict the reaction product. The product is: [CH2:17]([O:16][C:13]1[CH:14]=[CH:15][C:8]2[C:7]([C:3]3[CH:2]=[N:1][CH:6]=[CH:5][CH:4]=3)=[CH:11][S:10][C:9]=2[CH:12]=1)[CH2:18][CH2:19][CH2:20][CH3:21]. (7) Given the reactants [C:1]([O:5][C:6](=[O:25])[NH:7][CH:8]([C:18]1[CH:23]=[CH:22][C:21]([Cl:24])=[CH:20][CH:19]=1)[C:9]([C:11]1[CH:16]=[CH:15][C:14]([OH:17])=[CH:13][CH:12]=1)=[O:10])([CH3:4])([CH3:3])[CH3:2].[CH:26](O)([CH3:28])[CH3:27], predict the reaction product. The product is: [C:1]([O:5][C:6](=[O:25])[NH:7][CH:8]([C:18]1[CH:19]=[CH:20][C:21]([Cl:24])=[CH:22][CH:23]=1)[C:9]([C:11]1[CH:16]=[CH:15][C:14]([O:17][CH:26]([CH3:28])[CH3:27])=[CH:13][CH:12]=1)=[O:10])([CH3:4])([CH3:2])[CH3:3].